From a dataset of Peptide-MHC class II binding affinity with 134,281 pairs from IEDB. Regression. Given a peptide amino acid sequence and an MHC pseudo amino acid sequence, predict their binding affinity value. This is MHC class II binding data. (1) The peptide sequence is HGRQIRMAKLLGRDPE. The MHC is DRB1_1101 with pseudo-sequence DRB1_1101. The binding affinity (normalized) is 0.915. (2) The peptide sequence is AFKVTATAANAAPAN. The MHC is DRB1_0901 with pseudo-sequence DRB1_0901. The binding affinity (normalized) is 0.511.